This data is from NCI-60 drug combinations with 297,098 pairs across 59 cell lines. The task is: Regression. Given two drug SMILES strings and cell line genomic features, predict the synergy score measuring deviation from expected non-interaction effect. (1) Drug 1: C1CN1C2=NC(=NC(=N2)N3CC3)N4CC4. Drug 2: C(CN)CNCCSP(=O)(O)O. Cell line: SR. Synergy scores: CSS=67.4, Synergy_ZIP=1.73, Synergy_Bliss=2.14, Synergy_Loewe=-21.0, Synergy_HSA=2.43. (2) Drug 1: CC1OCC2C(O1)C(C(C(O2)OC3C4COC(=O)C4C(C5=CC6=C(C=C35)OCO6)C7=CC(=C(C(=C7)OC)O)OC)O)O. Drug 2: C1CCC(C(C1)N)N.C(=O)(C(=O)[O-])[O-].[Pt+4]. Cell line: HCC-2998. Synergy scores: CSS=25.7, Synergy_ZIP=-6.45, Synergy_Bliss=-2.51, Synergy_Loewe=0.552, Synergy_HSA=1.61. (3) Drug 1: CC(C1=C(C=CC(=C1Cl)F)Cl)OC2=C(N=CC(=C2)C3=CN(N=C3)C4CCNCC4)N. Drug 2: CCC1=CC2CC(C3=C(CN(C2)C1)C4=CC=CC=C4N3)(C5=C(C=C6C(=C5)C78CCN9C7C(C=CC9)(C(C(C8N6C)(C(=O)OC)O)OC(=O)C)CC)OC)C(=O)OC.C(C(C(=O)O)O)(C(=O)O)O. Cell line: T-47D. Synergy scores: CSS=23.8, Synergy_ZIP=-4.00, Synergy_Bliss=-1.88, Synergy_Loewe=-13.5, Synergy_HSA=-3.26. (4) Drug 1: C1=NC(=NC(=O)N1C2C(C(C(O2)CO)O)O)N. Drug 2: CNC(=O)C1=NC=CC(=C1)OC2=CC=C(C=C2)NC(=O)NC3=CC(=C(C=C3)Cl)C(F)(F)F. Cell line: RPMI-8226. Synergy scores: CSS=24.7, Synergy_ZIP=2.46, Synergy_Bliss=4.54, Synergy_Loewe=-36.5, Synergy_HSA=-0.112.